From a dataset of Full USPTO retrosynthesis dataset with 1.9M reactions from patents (1976-2016). Predict the reactants needed to synthesize the given product. (1) Given the product [F:1][C:2]1[C:3]([NH:9][C@H:10]2[CH2:15][CH2:14][C@H:13]([OH:16])[CH2:12][CH2:11]2)=[N:4][CH:5]=[C:6]([C:24]#[C:23][C:17]2[CH:22]=[CH:21][CH:20]=[CH:19][CH:18]=2)[CH:7]=1, predict the reactants needed to synthesize it. The reactants are: [F:1][C:2]1[C:3]([NH:9][C@H:10]2[CH2:15][CH2:14][C@H:13]([OH:16])[CH2:12][CH2:11]2)=[N:4][CH:5]=[C:6](I)[CH:7]=1.[C:17]1([C:23]#[CH:24])[CH:22]=[CH:21][CH:20]=[CH:19][CH:18]=1. (2) Given the product [Cl:12][C:10]1[CH:9]=[CH:8][C:4]([C:5]([OH:7])=[O:6])=[C:3]([SH:23])[CH:11]=1, predict the reactants needed to synthesize it. The reactants are: Cl.N[C:3]1[CH:11]=[C:10]([Cl:12])[CH:9]=[CH:8][C:4]=1[C:5]([OH:7])=[O:6].[OH-].[Na+].N([O-])=O.[Na+].C(OC([S-])=[S:23])C.[K+]. (3) Given the product [F:21][C:20]([F:23])([F:22])[C:16]1[CH:15]=[C:14]([CH:19]=[CH:18][CH:17]=1)[O:1][C:2]1[CH:3]=[C:4]([CH:9]=[C:10]([O:12][C:18]2[CH:19]=[CH:14][CH:15]=[C:16]([C:20]([F:23])([F:22])[F:21])[CH:17]=2)[CH:11]=1)[C:5]([O:7][CH3:8])=[O:6], predict the reactants needed to synthesize it. The reactants are: [OH:1][C:2]1[CH:3]=[C:4]([CH:9]=[C:10]([OH:12])[CH:11]=1)[C:5]([O:7][CH3:8])=[O:6].Br[C:14]1[CH:15]=[C:16]([C:20]([F:23])([F:22])[F:21])[CH:17]=[CH:18][CH:19]=1.C(=O)([O-])[O-].[K+].[K+]. (4) Given the product [NH2:1][C:2]1[N:7]=[C:6]([O:28][CH2:26][CH3:27])[C:5]([C:12]#[N:13])=[C:4]([C:14]2[CH:19]=[C:18]([O:20][CH3:21])[C:17]([O:22][CH3:23])=[C:16]([O:24][CH3:25])[CH:15]=2)[N:3]=1, predict the reactants needed to synthesize it. The reactants are: [NH2:1][C:2]1[N:7]=[C:6](S(C)(=O)=O)[C:5]([C:12]#[N:13])=[C:4]([C:14]2[CH:19]=[C:18]([O:20][CH3:21])[C:17]([O:22][CH3:23])=[C:16]([O:24][CH3:25])[CH:15]=2)[N:3]=1.[CH2:26]([OH:28])[CH3:27].C1CCN2C(=NCCC2)CC1. (5) Given the product [CH2:22]([S:19]([C:12]1[CH:11]=[CH:10][C:9]([OH:8])=[C:18]2[C:13]=1[CH:14]=[CH:15][CH:16]=[N:17]2)(=[O:21])=[O:20])[CH:23]([CH3:25])[CH3:24].[BrH:26], predict the reactants needed to synthesize it. The reactants are: C([O:8][C:9]1[CH:10]=[CH:11][C:12]([S:19]([CH2:22][CH:23]([CH3:25])[CH3:24])(=[O:21])=[O:20])=[C:13]2[C:18]=1[N:17]=[CH:16][CH:15]=[CH:14]2)C1C=CC=CC=1.[BrH:26].